From a dataset of Full USPTO retrosynthesis dataset with 1.9M reactions from patents (1976-2016). Predict the reactants needed to synthesize the given product. (1) Given the product [CH:12]([O:13][CH2:14][CH2:10][O:9][C:6]1[CH:7]=[CH:8][C:3]([CH:2]2[CH2:4][CH2:3][CH2:2][CH2:1][CH2:1]2)=[CH:4][CH:5]=1)=[CH2:11], predict the reactants needed to synthesize it. The reactants are: [CH:1]#[C:2][C:3]1[CH:8]=[CH:7][C:6]([OH:9])=[CH:5][CH:4]=1.[CH2:10]1[CH2:14][O:13][CH2:12][CH2:11]1. (2) Given the product [OH:12][N:11]=[C:6]([C:3]1[CH:4]=[CH:5][S:1][CH:2]=1)[C:7]#[N:8], predict the reactants needed to synthesize it. The reactants are: [S:1]1[CH:5]=[CH:4][C:3]([CH2:6][C:7]#[N:8])=[CH:2]1.[OH-].[Na+].[N:11](OC)=[O:12].